Dataset: Reaction yield outcomes from USPTO patents with 853,638 reactions. Task: Predict the reaction yield, written as a fraction of the theoretical maximum amount of product (1.0 means a 100% yield; for example, 0.34 means a 34% yield). (1) The reactants are [NH:1]1[CH2:4][CH:3]([NH:5]C(=O)OC(C)(C)C)[CH2:2]1.C(N(CC)CC)C.[C:20]([Cl:23])(=[O:22])[CH3:21].Cl.O1CCOCC1. The catalyst is O1CCCC1.CCOCC.CN(C)C=O. The product is [ClH:23].[C:20]([N:1]1[CH2:2][CH:3]([NH2:5])[CH2:4]1)(=[O:22])[CH3:21]. The yield is 0.630. (2) The reactants are [I:1][C:2]1[CH:3]=[C:4]2[C:8](=[CH:9][CH:10]=1)[NH:7][C:6](=[O:11])[C:5]2=O.[CH3:13][O:14][C:15]1[CH:16]=[C:17]([CH:22]=[CH:23][CH:24]=1)[C:18]([NH:20][NH2:21])=[O:19]. The catalyst is C(O)(=O)C. The product is [I:1][C:2]1[CH:3]=[C:4]2[C:8](=[CH:9][CH:10]=1)[NH:7][C:6](=[O:11])[C:5]2=[N:21][NH:20][C:18](=[O:19])[C:17]1[CH:22]=[CH:23][CH:24]=[C:15]([O:14][CH3:13])[CH:16]=1. The yield is 0.820. (3) The reactants are [CH2:1]([C:17]1([CH3:34])[CH2:26][CH2:25][C:24]2[C:19](=[C:20]([CH3:33])[C:21]([CH3:32])=[C:22]([O:28][CH2:29][CH2:30][OH:31])[C:23]=2[CH3:27])[O:18]1)[CH2:2][CH2:3][CH2:4][CH2:5][CH2:6][CH2:7][CH2:8][CH2:9][CH2:10][CH2:11][CH2:12][CH2:13][CH2:14][CH2:15][CH3:16].[C:35](=O)([O:44]N1C(=O)CCC1=O)[O:36][N:37]1[C:41](=[O:42])[CH2:40][CH2:39][C:38]1=[O:43].C(N(CC)CC)C.C(#N)C. The catalyst is ClCCl. The product is [CH2:1]([C:17]1([CH3:34])[CH2:26][CH2:25][C:24]2[C:19](=[C:20]([CH3:33])[C:21]([CH3:32])=[C:22]([O:28][CH2:29][CH2:30][O:31][C:35](=[O:44])[O:36][N:37]3[C:41](=[O:42])[CH2:40][CH2:39][C:38]3=[O:43])[C:23]=2[CH3:27])[O:18]1)[CH2:2][CH2:3][CH2:4][CH2:5][CH2:6][CH2:7][CH2:8][CH2:9][CH2:10][CH2:11][CH2:12][CH2:13][CH2:14][CH2:15][CH3:16]. The yield is 0.770. (4) The reactants are [CH2:1]([O:3][C:4]([C@H:6]1[CH2:11][CH2:10][C@H:9]([O:12][C:13]2[CH:18]=[C:17](Cl)[N:16]=[CH:15][N:14]=2)[CH2:8][CH2:7]1)=[O:5])[CH3:2].C(N(CC)CC)C. The catalyst is C(OCC)(=O)C.[Pd]. The product is [CH2:1]([O:3][C:4]([C@H:6]1[CH2:11][CH2:10][C@H:9]([O:12][C:13]2[CH:18]=[CH:17][N:16]=[CH:15][N:14]=2)[CH2:8][CH2:7]1)=[O:5])[CH3:2]. The yield is 1.00. (5) The reactants are [N:1]1([CH2:7][CH2:8][O:9][C:10]2[CH:19]=[CH:18][C:13]3[N:14]=[C:15]([NH2:17])[S:16][C:12]=3[CH:11]=2)[CH2:6][CH2:5][O:4][CH2:3][CH2:2]1.[CH:20]([C:22]1[CH:31]=[CH:30][C:25]([C:26]([O:28][CH3:29])=[O:27])=[CH:24][CH:23]=1)=O.C([Sn](Cl)(Cl)CCCC)CCC.C1([SiH3])C=CC=CC=1. The catalyst is C(OCC)(=O)C.C1COCC1. The product is [CH3:29][O:28][C:26](=[O:27])[C:25]1[CH:30]=[CH:31][C:22]([CH2:20][NH:17][C:15]2[S:16][C:12]3[CH:11]=[C:10]([O:9][CH2:8][CH2:7][N:1]4[CH2:6][CH2:5][O:4][CH2:3][CH2:2]4)[CH:19]=[CH:18][C:13]=3[N:14]=2)=[CH:23][CH:24]=1. The yield is 0.420. (6) The yield is 0.440. No catalyst specified. The product is [C:1]([C:5]1[CH:6]=[CH:7][C:8]([S:11]([CH:14]2[CH2:15][CH2:16][N:17]([C:21]3[CH:26]=[CH:25][CH:24]=[CH:23][C:22]=3[CH3:27])[CH2:18][CH2:19]2)(=[O:13])=[O:12])=[CH:9][CH:10]=1)([CH3:4])([CH3:2])[CH3:3]. The reactants are [C:1]([C:5]1[CH:10]=[CH:9][C:8]([S:11]([CH:14]2[CH2:19][CH2:18][NH:17][CH2:16][CH2:15]2)(=[O:13])=[O:12])=[CH:7][CH:6]=1)([CH3:4])([CH3:3])[CH3:2].Br[C:21]1[CH:26]=[CH:25][CH:24]=[CH:23][C:22]=1[CH3:27].